Dataset: Reaction yield outcomes from USPTO patents with 853,638 reactions. Task: Predict the reaction yield, written as a fraction of the theoretical maximum amount of product (1.0 means a 100% yield; for example, 0.34 means a 34% yield). (1) The reactants are [CH2:1]([O:8][C:9]1[C:10](=[O:17])[CH:11]=[C:12]([CH:15]=[O:16])[O:13][CH:14]=1)[C:2]1[CH:7]=[CH:6][CH:5]=[CH:4][CH:3]=1.C[Si](C)(C)[C:20]([F:23])([F:22])[F:21].[F-].[Cs+].C(OCC)(=O)C. The catalyst is O1CCCC1. The product is [CH2:1]([O:8][C:9]1[C:10](=[O:17])[CH:11]=[C:12]([CH:15]([OH:16])[C:20]([F:23])([F:22])[F:21])[O:13][CH:14]=1)[C:2]1[CH:3]=[CH:4][CH:5]=[CH:6][CH:7]=1. The yield is 0.570. (2) The reactants are [NH2:1][C:2]1[C:7]([C:8]#[C:9][C:10]2[CH:11]=[C:12]([NH:16][C:17](=[O:25])OC3C=CC=CC=3)[CH:13]=[CH:14][CH:15]=2)=[C:6]([NH2:26])[N:5]=[CH:4][N:3]=1.[CH3:27][N:28]1[CH2:33][CH2:32][CH:31]([NH2:34])[CH2:30][CH2:29]1.C(N(CC)CC)C. The catalyst is C1COCC1. The product is [NH2:26][C:6]1[C:7]([C:8]#[C:9][C:10]2[CH:11]=[C:12]([NH:16][C:17]([NH:34][CH:31]3[CH2:32][CH2:33][N:28]([CH3:27])[CH2:29][CH2:30]3)=[O:25])[CH:13]=[CH:14][CH:15]=2)=[C:2]([NH2:1])[N:3]=[CH:4][N:5]=1. The yield is 0.770. (3) The reactants are S1CCS[CH:2]1[CH2:6][C:7]1[C:8]([Cl:14])=[N:9][CH:10]=[N:11][C:12]=1[Cl:13].C(#N)C.C(=O)([O-])[O-:19].[Ca+2]. The catalyst is [Hg](Cl)Cl.O. The product is [Cl:14][C:8]1[C:7]([CH2:6][CH:2]=[O:19])=[C:12]([Cl:13])[N:11]=[CH:10][N:9]=1. The yield is 0.870. (4) The reactants are [NH2:1][CH2:2][C@H:3]1[N:8]([CH2:9][C:10]2[CH:15]=[CH:14][CH:13]=[CH:12][CH:11]=2)[CH2:7][CH2:6][N:5]([C:16]([O:18][C:19]([CH3:22])([CH3:21])[CH3:20])=[O:17])[CH2:4]1.[C:23](O)(=[O:30])[C:24]1[CH:29]=[CH:28][CH:27]=[CH:26][CH:25]=1.C(Cl)CCl.CCN(C(C)C)C(C)C. The yield is 0.790. The product is [C:23]([NH:1][CH2:2][C@H:3]1[N:8]([CH2:9][C:10]2[CH:15]=[CH:14][CH:13]=[CH:12][CH:11]=2)[CH2:7][CH2:6][N:5]([C:16]([O:18][C:19]([CH3:22])([CH3:21])[CH3:20])=[O:17])[CH2:4]1)(=[O:30])[C:24]1[CH:29]=[CH:28][CH:27]=[CH:26][CH:25]=1. The catalyst is ClCCl. (5) The reactants are C([O:8][CH:9]1[CH2:13][N:12]([C:14]2[C:18]3[CH:19]=[N:20][C:21]([NH:23][C:24]4[CH:29]=[CH:28][N:27]=[C:26]([N:30]5[CH2:35][CH2:34][C:33]([CH3:37])([OH:36])[CH2:32][CH2:31]5)[N:25]=4)=[CH:22][C:17]=3[N:16]([CH:38]([CH3:40])[CH3:39])[N:15]=2)[CH2:11][C:10]1([F:42])[F:41])C1C=CC=CC=1.[H][H]. The catalyst is CO.O[Pd]O. The product is [F:42][C:10]1([F:41])[CH:9]([OH:8])[CH2:13][N:12]([C:14]2[C:18]3[CH:19]=[N:20][C:21]([NH:23][C:24]4[CH:29]=[CH:28][N:27]=[C:26]([N:30]5[CH2:31][CH2:32][C:33]([CH3:37])([OH:36])[CH2:34][CH2:35]5)[N:25]=4)=[CH:22][C:17]=3[N:16]([CH:38]([CH3:39])[CH3:40])[N:15]=2)[CH2:11]1. The yield is 0.360. (6) The reactants are F[C:2]1[CH:3]=[CH:4][C:5]([O:18][CH3:19])=[C:6]([CH:8]([OH:17])[C:9]#[C:10][C:11]2[CH:16]=[CH:15][CH:14]=[CH:13][CH:12]=2)[CH:7]=1.COC1C=C([O:30][C:31]([F:34])([F:33])[F:32])C=CC=1C=O. No catalyst specified. The product is [CH3:19][O:18][C:5]1[CH:4]=[C:3]([O:30][C:31]([F:34])([F:33])[F:32])[CH:2]=[CH:7][C:6]=1[CH:8]([OH:17])[C:9]#[C:10][C:11]1[CH:16]=[CH:15][CH:14]=[CH:13][CH:12]=1. The yield is 1.00. (7) The reactants are [CH2:1]([O:3][C:4]([C:6]1[N:7]=[C:8]2[CH:13]=[CH:12][C:11]([N:14]3[CH2:19][CH2:18][NH:17][CH2:16][CH2:15]3)=[N:10][N:9]2[CH:20]=1)=[O:5])[CH3:2].C(N(C(C)C)CC)(C)C.[F:30][C:31]1[CH:32]=[CH:33][C:34]([C:40]([F:43])([F:42])[F:41])=[C:35]([CH:39]=1)[C:36](Cl)=[O:37]. The catalyst is ClCCl. The product is [CH2:1]([O:3][C:4]([C:6]1[N:7]=[C:8]2[CH:13]=[CH:12][C:11]([N:14]3[CH2:19][CH2:18][N:17]([C:36](=[O:37])[C:35]4[CH:39]=[C:31]([F:30])[CH:32]=[CH:33][C:34]=4[C:40]([F:43])([F:41])[F:42])[CH2:16][CH2:15]3)=[N:10][N:9]2[CH:20]=1)=[O:5])[CH3:2]. The yield is 0.820. (8) The reactants are [CH3:1][O:2][C:3]1[CH:11]=[C:10]2[C:6]([CH:7]=[N:8][NH:9]2)=[CH:5][C:4]=1[NH:12][C:13]1[C:14]2[CH:21]=[C:20]([C:22]#[C:23][CH2:24][OH:25])[NH:19][C:15]=2[N:16]=[CH:17][N:18]=1.C(O)C. The catalyst is [Pd].CS(C)=O. The product is [CH3:1][O:2][C:3]1[CH:11]=[C:10]2[C:6]([CH:7]=[N:8][NH:9]2)=[CH:5][C:4]=1[NH:12][C:13]1[C:14]2[CH:21]=[C:20]([CH2:22][CH2:23][CH2:24][OH:25])[NH:19][C:15]=2[N:16]=[CH:17][N:18]=1. The yield is 0.520.